Dataset: Full USPTO retrosynthesis dataset with 1.9M reactions from patents (1976-2016). Task: Predict the reactants needed to synthesize the given product. (1) Given the product [F:20][C:19]([F:21])=[CH:18][C:15]([F:16])([F:17])[CH2:14][C:1]([F:2])([F:3])[C:4]([F:5])([F:6])[C:7]([F:8])([F:9])[C:10]([F:13])([F:12])[F:11], predict the reactants needed to synthesize it. The reactants are: [C:1]([CH2:14][C:15]([CH2:18][C:19](I)([F:21])[F:20])([F:17])[F:16])([C:4]([C:7]([C:10]([F:13])([F:12])[F:11])([F:9])[F:8])([F:6])[F:5])([F:3])[F:2].[Cl-].[Li+]. (2) Given the product [Cl:18][C:14]1[N:13]=[C:12]([N:2]([CH3:1])[C:3]2[CH:8]=[CH:7][N:6]=[C:5]([S:9][CH3:10])[N:4]=2)[CH:17]=[CH:16][CH:15]=1, predict the reactants needed to synthesize it. The reactants are: [CH3:1][NH:2][C:3]1[CH:8]=[CH:7][N:6]=[C:5]([S:9][CH3:10])[N:4]=1.Cl[C:12]1[CH:17]=[CH:16][CH:15]=[C:14]([Cl:18])[N:13]=1.C1(P(C2C=CC=CC=2)C2(P(C3C=CC=CC=3)C3C=CC=CC=3)CC=C3C(C=CC=C3)=C2C2C3C(=CC=CC=3)C=CC=2)C=CC=CC=1.CC(C)([O-])C.[Na+]. (3) Given the product [CH2:1]([O:3][C:4](=[O:17])[CH:5]([S:6]([C:9]1[CH:14]=[CH:13][C:12]([O:15][CH3:16])=[CH:11][CH:10]=1)(=[O:7])=[O:8])[CH2:18][C:19]1[CH:24]=[CH:23][CH:22]=[CH:21][CH:20]=1)[CH3:2], predict the reactants needed to synthesize it. The reactants are: [CH2:1]([O:3][C:4](=[O:17])[CH2:5][S:6]([C:9]1[CH:14]=[CH:13][C:12]([O:15][CH3:16])=[CH:11][CH:10]=1)(=[O:8])=[O:7])[CH3:2].[CH2:18](Br)[C:19]1[CH:24]=[CH:23][CH:22]=[CH:21][CH:20]=1.C1OCCOCCOCCOCCOCCOC1.C([O-])([O-])=O.[K+].[K+]. (4) Given the product [CH3:13][O:11][C:10]([C:3]1[C:2]([NH:1][C:33]([C:26]2[C:27]3[C:32](=[CH:31][CH:30]=[CH:29][CH:28]=3)[C:23]([CH3:22])=[CH:24][CH:25]=2)=[O:34])=[CH:7][CH:6]=[C:5]([O:8][CH3:9])[N:4]=1)=[O:12], predict the reactants needed to synthesize it. The reactants are: [NH2:1][C:2]1[C:3]([C:10]([OH:12])=[O:11])=[N:4][C:5]([O:8][CH3:9])=[CH:6][CH:7]=1.[CH3:13]CN(C(C)C)C(C)C.[CH3:22][C:23]1[C:32]2[C:27](=[CH:28][CH:29]=[CH:30][CH:31]=2)[C:26]([C:33](Cl)=[O:34])=[CH:25][CH:24]=1.C([O-])([O-])=O.[K+].[K+].CI. (5) Given the product [CH3:33][O:35][C:36](=[O:37])/[CH:13]=[CH:52]/[C:46]1[CH:51]=[CH:50][C:49]([O:1][CH:2]2[CH2:3][N:4]([C:6]([O:8][C:9]([CH3:12])([CH3:11])[CH3:10])=[O:7])[CH2:5]2)=[CH:48][CH:47]=1, predict the reactants needed to synthesize it. The reactants are: [OH:1][CH:2]1[CH2:5][N:4]([C:6]([O:8][C:9]([CH3:12])([CH3:11])[CH3:10])=[O:7])[CH2:3]1.[CH:13]1C=CC(P(C2C=CC=CC=2)C2C=CC=CC=2)=CC=1.C[CH:33]([O:35][C:36](/N=N/[C:36]([O:35][CH:33](C)C)=[O:37])=[O:37])C.[C:46]1([CH3:52])[CH:51]=[CH:50][CH:49]=[CH:48][CH:47]=1.